Task: Regression. Given a peptide amino acid sequence and an MHC pseudo amino acid sequence, predict their binding affinity value. This is MHC class I binding data.. Dataset: Peptide-MHC class I binding affinity with 185,985 pairs from IEDB/IMGT (1) The peptide sequence is MLYKSSKSR. The MHC is HLA-A31:01 with pseudo-sequence HLA-A31:01. The binding affinity (normalized) is 0.635. (2) The peptide sequence is LALMDLLMF. The MHC is H-2-Db with pseudo-sequence H-2-Db. The binding affinity (normalized) is 0.